From a dataset of Forward reaction prediction with 1.9M reactions from USPTO patents (1976-2016). Predict the product of the given reaction. Given the reactants C(OC(=O)[N:7]([C:11]1[C:16]2=[N:17][CH:18]=[C:19]([C:20]#[N:21])[N:15]2[N:14]=[C:13]([NH:22][C:23]2[CH:28]=[C:27]([C:29]#[N:30])[CH:26]=[C:25]([N:31]3[CH2:36][CH2:35][N:34]([CH:37]4[CH2:40][O:39][CH2:38]4)[CH:33]([C:41]([N:43]4[CH2:48][CH2:47][O:46][CH2:45][CH2:44]4)=[O:42])[CH2:32]3)[C:24]=2[Cl:49])[N:12]=1)[CH:8]1[CH2:10][CH2:9]1)(C)(C)C.C1(OC)C=CC=CC=1.C(O)(C(F)(F)F)=O, predict the reaction product. The product is: [Cl:49][C:24]1[C:25]([N:31]2[CH2:36][CH2:35][N:34]([CH:37]3[CH2:40][O:39][CH2:38]3)[CH:33]([C:41]([N:43]3[CH2:48][CH2:47][O:46][CH2:45][CH2:44]3)=[O:42])[CH2:32]2)=[CH:26][C:27]([C:29]#[N:30])=[CH:28][C:23]=1[NH:22][C:13]1[N:12]=[C:11]([NH:7][CH:8]2[CH2:9][CH2:10]2)[C:16]2=[N:17][CH:18]=[C:19]([C:20]#[N:21])[N:15]2[N:14]=1.